This data is from Reaction yield outcomes from USPTO patents with 853,638 reactions. The task is: Predict the reaction yield, written as a fraction of the theoretical maximum amount of product (1.0 means a 100% yield; for example, 0.34 means a 34% yield). (1) The reactants are [OH:1][C:2]1[CH:7]=[CH:6][C:5]([C:8](=[C:19]2[CH2:24][C:23]([CH3:26])([CH3:25])[O:22][C:21]([CH3:28])([CH3:27])[CH2:20]2)[C:9]2[CH:18]=[CH:17][C:12]([C:13]([O:15]C)=[O:14])=[CH:11][CH:10]=2)=[CH:4][CH:3]=1.[OH-].[Na+]. The catalyst is C1COCC1.CCO. The product is [OH:1][C:2]1[CH:3]=[CH:4][C:5]([C:8](=[C:19]2[CH2:20][C:21]([CH3:28])([CH3:27])[O:22][C:23]([CH3:26])([CH3:25])[CH2:24]2)[C:9]2[CH:18]=[CH:17][C:12]([C:13]([OH:15])=[O:14])=[CH:11][CH:10]=2)=[CH:6][CH:7]=1. The yield is 0.830. (2) The reactants are N1([O:10][C:11]2[C:12]3[N:13]=[CH:14][N:15]([C:38]=3[N:39]=[CH:40][N:41]=2)[C@@H:16]2[O:37][C@H:27]([CH2:28][O:29][Si:30]([C:33]([CH3:36])([CH3:35])[CH3:34])([CH3:32])[CH3:31])[C@@H:18]([O:19][Si:20]([C:23]([CH3:26])([CH3:25])[CH3:24])([CH3:22])[CH3:21])[CH2:17]2)C2C=CC=CC=2N=N1.[C:42]([O-])([O-])=O.[Cs+].[Cs+]. The catalyst is CO. The product is [Si:30]([O:29][C@@H:28]1[C@@H:27]([CH2:18][O:19][Si:20]([C:23]([CH3:25])([CH3:26])[CH3:24])([CH3:22])[CH3:21])[O:37][C@@H:16]([N:15]2[C:38]3[N:39]=[CH:40][N:41]=[C:11]([O:10][CH3:42])[C:12]=3[N:13]=[CH:14]2)[CH2:17]1)([C:33]([CH3:36])([CH3:35])[CH3:34])([CH3:31])[CH3:32]. The yield is 0.770. (3) The reactants are Br[C:2]1[CH:3]=[CH:4][C:5]2[C:11]3[S:12][C:13]([C:15]([N:17]([C:19]4[CH:24]=[C:23]([C:25](=[O:31])[NH:26][CH2:27][C@H:28]([OH:30])[CH3:29])[CH:22]=[CH:21][C:20]=4[Cl:32])[CH3:18])=[O:16])=[CH:14][C:10]=3[CH2:9][CH2:8][O:7][C:6]=2[CH:33]=1.CC1(C)C2C(=C(P(C3C=CC=CC=3)C3C=CC=CC=3)C=CC=2)[O:55][C:37]2C(P(C3C=CC=CC=3)C3C=CC=CC=3)=CC=CC1=2.[CH3:76][S:77]([CH2:80][CH2:81][NH2:82])(=[O:79])=[O:78].Cl.C([O-])([O-])=O.[Na+].[Na+]. The catalyst is C1(C)C=CC=CC=1.CN(C=O)C.CC([O-])=O.CC([O-])=O.[Pd+2]. The product is [Cl:32][C:20]1[CH:21]=[CH:22][C:23]([C:25](=[O:31])[NH:26][CH2:27][C@H:28]([OH:30])[CH3:29])=[CH:24][C:19]=1[N:17]([CH3:18])[C:15]([C:13]1[S:12][C:11]2[C:5]3[CH:4]=[CH:3][C:2]([C:37]([NH:82][CH2:81][CH2:80][S:77]([CH3:76])(=[O:79])=[O:78])=[O:55])=[CH:33][C:6]=3[O:7][CH2:8][CH2:9][C:10]=2[CH:14]=1)=[O:16]. The yield is 0.180.